This data is from Forward reaction prediction with 1.9M reactions from USPTO patents (1976-2016). The task is: Predict the product of the given reaction. (1) Given the reactants Br[C:2]1[CH:7]=[CH:6][C:5]([C@H:8]([C:19]2[CH:24]=[CH:23][C:22]([Cl:25])=[CH:21][C:20]=2[CH3:26])[CH2:9][C:10]([C:12]2[CH:17]=[CH:16][N:15]=[C:14]([CH3:18])[CH:13]=2)=[O:11])=[CH:4][CH:3]=1.[CH3:27][S:28]([O-:30])=[O:29].[Na+].N1CCC[C@H]1C(O)=O.[OH-].[Na+], predict the reaction product. The product is: [Cl:25][C:22]1[CH:23]=[CH:24][C:19]([C@@H:8]([C:5]2[CH:6]=[CH:7][C:2]([S:28]([CH3:27])(=[O:30])=[O:29])=[CH:3][CH:4]=2)[CH2:9][C:10]([C:12]2[CH:17]=[CH:16][N:15]=[C:14]([CH3:18])[CH:13]=2)=[O:11])=[C:20]([CH3:26])[CH:21]=1. (2) Given the reactants [O:1]1[CH:5]=[CH:4][CH:3]=[C:2]1[CH2:6][CH2:7][C:8]([OH:10])=O.[Cl-].COC1N=C(OC)N=C([N+]2(C)CCOCC2)N=1.C(N(CC)C(C)C)(C)C.[CH3:38][C:39]([CH3:59])=[CH:40][CH2:41][CH2:42]/[C:43](/[CH3:58])=[CH:44]/[CH2:45][CH2:46]/[C:47](/[CH3:57])=[CH:48]/[CH2:49][S:50][CH2:51][C@H:52]([NH2:56])[C:53]([OH:55])=[O:54], predict the reaction product. The product is: [O:1]1[CH:5]=[CH:4][CH:3]=[C:2]1[CH2:6][CH2:7][C:8]([NH:56][C@@H:52]([CH2:51][S:50][CH2:49]/[CH:48]=[C:47](\[CH3:57])/[CH2:46][CH2:45]/[CH:44]=[C:43](\[CH3:58])/[CH2:42][CH2:41][CH:40]=[C:39]([CH3:59])[CH3:38])[C:53]([OH:55])=[O:54])=[O:10].